The task is: Regression/Classification. Given a drug SMILES string, predict its absorption, distribution, metabolism, or excretion properties. Task type varies by dataset: regression for continuous measurements (e.g., permeability, clearance, half-life) or binary classification for categorical outcomes (e.g., BBB penetration, CYP inhibition). Dataset: b3db_classification.. This data is from Blood-brain barrier permeability classification from the B3DB database. (1) The compound is CCCC[C@H](CC)CNC(=O)C[C@H](C)O. The result is 1 (penetrates BBB). (2) The drug is C/C=C(/CC)C(=O)NC(N)=O. The result is 1 (penetrates BBB). (3) The molecule is CC(=O)[C@H]1CCC2C3CC[C@H]4C[C@](C)(O)CC[C@]4(C)C3CC[C@@]21C. The result is 1 (penetrates BBB). (4) The compound is CC/C=C(/C(=O)N[C@H]1C(=O)N2C(C(=O)O)=C(COC(N)=O)CS[C@H]12)c1csc(N)n1. The result is 0 (does not penetrate BBB). (5) The compound is Cc1cc(C)cc(OC[C@H]2CNC(=O)O2)c1. The result is 1 (penetrates BBB). (6) The compound is COc1cc2c(c(OC)c1OC)[C@@H](c1cccc3ccccc13)CC(=O)O2. The result is 1 (penetrates BBB).